Dataset: Full USPTO retrosynthesis dataset with 1.9M reactions from patents (1976-2016). Task: Predict the reactants needed to synthesize the given product. (1) The reactants are: Cl[C:2]1[C:7]([C:8]2[CH:13]=[CH:12][CH:11]=[CH:10][C:9]=2[C:14](F)(F)F)=[C:6]([OH:18])[C:5]([CH:19]=[O:20])=[CH:4][CH:3]=1.[F:21]C1C=CC=C(O)C=1C1C=CC=CC=1C. Given the product [F:21][C:2]1[C:7]([C:8]2[CH:13]=[CH:12][CH:11]=[CH:10][C:9]=2[CH3:14])=[C:6]([OH:18])[C:5]([CH:19]=[O:20])=[CH:4][CH:3]=1, predict the reactants needed to synthesize it. (2) Given the product [O:9]=[C:7]([C:4]1[CH:3]=[CH:2][N:1]=[CH:6][CH:5]=1)[CH2:24][C:23]([O:29][CH2:30][CH3:31])=[O:28], predict the reactants needed to synthesize it. The reactants are: [N:1]1[CH:6]=[CH:5][C:4]([C:7]([OH:9])=O)=[CH:3][CH:2]=1.C(N1C=CN=C1)(N1C=CN=C1)=O.[Mg+].[C:23]([O:29][CH2:30][CH3:31])(=[O:28])[CH2:24]C([O-])=O.C(O)(=O)CC(CC(O)=O)(C(O)=O)O.